From a dataset of Full USPTO retrosynthesis dataset with 1.9M reactions from patents (1976-2016). Predict the reactants needed to synthesize the given product. (1) Given the product [CH2:69]([O:68][P:67]([C:64]([F:66])([F:65])[CH2:63][CH2:62][O:61][CH2:60][CH2:59][O:58][CH2:57][CH2:56][NH:55][C:20](=[O:21])[C@@H:19]([NH:18][C:16]([O:15][CH2:14][CH:12]1[C:13]2[CH:1]=[CH:2][CH:3]=[CH:4][C:5]=2[C:6]2[C:11]1=[CH:10][CH:9]=[CH:8][CH:7]=2)=[O:17])[CH2:23][S:24][CH2:25][C@H:26]([NH:41][C:42](=[O:54])[CH2:43][CH2:44][CH2:45][CH2:46][CH2:47][CH2:48][CH2:49][CH2:50][CH2:51][CH2:52][CH3:53])[CH2:27][O:28][CH2:29][CH2:30][CH2:31][CH2:32][CH2:33][CH2:34][CH2:35][CH2:36][CH2:37][CH2:38][CH2:39][CH3:40])(=[O:74])[O:71][CH2:72][CH3:73])[CH3:70], predict the reactants needed to synthesize it. The reactants are: [CH:1]1[C:13]2[CH:12]([CH2:14][O:15][C:16]([NH:18][C@@H:19]([CH2:23][S:24][CH2:25][C@H:26]([NH:41][C:42](=[O:54])[CH2:43][CH2:44][CH2:45][CH2:46][CH2:47][CH2:48][CH2:49][CH2:50][CH2:51][CH2:52][CH3:53])[CH2:27][O:28][CH2:29][CH2:30][CH2:31][CH2:32][CH2:33][CH2:34][CH2:35][CH2:36][CH2:37][CH2:38][CH2:39][CH3:40])[C:20](O)=[O:21])=[O:17])[C:11]3[C:6](=[CH:7][CH:8]=[CH:9][CH:10]=3)[C:5]=2[CH:4]=[CH:3][CH:2]=1.[NH2:55][CH2:56][CH2:57][O:58][CH2:59][CH2:60][O:61][CH2:62][CH2:63][C:64]([P:67](=[O:74])([O:71][CH2:72][CH3:73])[O:68][CH2:69][CH3:70])([F:66])[F:65]. (2) Given the product [F:31][C:28]1[CH:27]=[N:26][C:25]([C@@H:23]([NH:22][C:11]2[N:12]=[C:13]([NH:15][C:16]3[N:17]=[CH:18][N:19]([CH3:21])[CH:20]=3)[CH:14]=[C:9]([NH2:8])[N:10]=2)[CH3:24])=[N:30][CH:29]=1, predict the reactants needed to synthesize it. The reactants are: C1(C(C2C=CC=CC=2)=[N:8][C:9]2[CH:14]=[C:13]([NH:15][C:16]3[N:17]=[CH:18][N:19]([CH3:21])[CH:20]=3)[N:12]=[C:11]([NH:22][C@H:23]([C:25]3[N:30]=[CH:29][C:28]([F:31])=[CH:27][N:26]=3)[CH3:24])[N:10]=2)C=CC=CC=1.Cl. (3) Given the product [Br:22][C:6]1[C:5]2[C:10](=[CH:11][CH:12]=[C:3]([O:2][CH3:1])[CH:4]=2)[C:9](=[O:13])[N:8]([C:14]2[CH:15]=[CH:16][C:17]([O:20][CH3:21])=[CH:18][CH:19]=2)[CH:7]=1, predict the reactants needed to synthesize it. The reactants are: [CH3:1][O:2][C:3]1[CH:4]=[C:5]2[C:10](=[CH:11][CH:12]=1)[C:9](=[O:13])[N:8]([C:14]1[CH:19]=[CH:18][C:17]([O:20][CH3:21])=[CH:16][CH:15]=1)[CH:7]=[CH:6]2.[Br:22]N1C(=O)CCC1=O.C(=O)(O)[O-].[Na+]. (4) Given the product [CH3:1][CH:2]1[CH2:3][CH2:4][CH:5]([CH2:8][C:9]([NH:12][C@@H:13]2[C@H:17]3[O:18][CH2:19][C@H:20]([NH:21][C:22]([CH:24]4[CH2:25][CH2:26]4)=[O:23])[C@H:16]3[O:15][CH2:14]2)=[O:11])[CH2:6][CH2:7]1, predict the reactants needed to synthesize it. The reactants are: [CH3:1][CH:2]1[CH2:7][CH2:6][CH:5]([CH2:8][C:9]([OH:11])=O)[CH2:4][CH2:3]1.[NH2:12][C@@H:13]1[C@H:17]2[O:18][CH2:19][C@H:20]([NH:21][C:22]([CH:24]3[CH2:26][CH2:25]3)=[O:23])[C@H:16]2[O:15][CH2:14]1. (5) Given the product [F:10][C:11]([F:27])([F:26])[O:12][C:13]1[CH:25]=[CH:24][C:16]([CH2:17][Br:1])=[CH:15][CH:14]=1, predict the reactants needed to synthesize it. The reactants are: [Br:1]C1C=NC=NC=1.[NH4+].[Cl-].[F:10][C:11]([F:27])([F:26])[O:12][C:13]1[CH:25]=[CH:24][C:16]([CH2:17]C2C=NC=NC=2)=[CH:15][CH:14]=1. (6) Given the product [CH3:9][C:3]1[CH:4]=[C:5]([CH3:8])[N:6]=[CH:7][C:2]=1[N:1]1[CH2:34][CH2:33][N:22]([S:23]([C:26]2[CH:27]=[CH:28][C:29]([CH3:32])=[CH:30][CH:31]=2)(=[O:25])=[O:24])[CH2:21][CH2:20]1, predict the reactants needed to synthesize it. The reactants are: [NH2:1][C:2]1[C:3]([CH3:9])=[CH:4][C:5]([CH3:8])=[N:6][CH:7]=1.C(N(CC)C(C)C)(C)C.Cl[CH2:20][CH2:21][N:22]([CH2:33][CH2:34]Cl)[S:23]([C:26]1[CH:31]=[CH:30][C:29]([CH3:32])=[CH:28][CH:27]=1)(=[O:25])=[O:24].